From a dataset of Reaction yield outcomes from USPTO patents with 853,638 reactions. Predict the reaction yield, written as a fraction of the theoretical maximum amount of product (1.0 means a 100% yield; for example, 0.34 means a 34% yield). (1) The reactants are Br[C:2]1[CH:7]=[CH:6][C:5]([C@@H:8]([N:10]2[CH2:15][CH2:14][C@:13]([CH2:23][C:24]([CH3:28])([CH3:27])[C:25]#[N:26])([C:16]3[CH:21]=[CH:20][C:19]([F:22])=[CH:18][CH:17]=3)[O:12][C:11]2=[O:29])[CH3:9])=[CH:4][CH:3]=1.[B:30]1([B:30]2[O:34][C:33]([CH3:36])([CH3:35])[C:32]([CH3:38])([CH3:37])[O:31]2)[O:34][C:33]([CH3:36])([CH3:35])[C:32]([CH3:38])([CH3:37])[O:31]1.CC([O-])=O.[K+]. The catalyst is CS(C)=O.C1C=CC(P(C2C=CC=CC=2)[C-]2C=CC=C2)=CC=1.C1C=CC(P(C2C=CC=CC=2)[C-]2C=CC=C2)=CC=1.Cl[Pd]Cl.[Fe+2]. The product is [F:22][C:19]1[CH:20]=[CH:21][C:16]([C@:13]2([CH2:23][C:24]([CH3:28])([CH3:27])[C:25]#[N:26])[O:12][C:11](=[O:29])[N:10]([C@H:8]([C:5]3[CH:6]=[CH:7][C:2]([B:30]4[O:34][C:33]([CH3:36])([CH3:35])[C:32]([CH3:38])([CH3:37])[O:31]4)=[CH:3][CH:4]=3)[CH3:9])[CH2:15][CH2:14]2)=[CH:17][CH:18]=1. The yield is 0.237. (2) The reactants are I[C:2]1[C:3](=[O:18])[NH:4][C:5](=[O:17])[N:6]([CH:16]=1)[C@@H:7]1[O:15][C@H:12]([CH2:13][OH:14])[C@@H:10]([OH:11])[C@H:8]1[OH:9].[CH:19]([C:21]1[S:25][C:24](B(O)O)=[CH:23][CH:22]=1)=[O:20].C([O-])([O-])=O.[Cs+].[Cs+].N#N.C1C=C(S([O-])(=O)=O)C=C(P(C2C=CC=C(S([O-])(=O)=O)C=2)C2C=CC=C(S([O-])(=O)=O)C=2)C=1.[Na+].[Na+].[Na+]. No catalyst specified. The product is [CH:19]([C:21]1[S:25][C:24]([C:2]2[C:3](=[O:18])[NH:4][C:5](=[O:17])[N:6]([CH:16]=2)[C@@H:7]2[O:15][C@H:12]([CH2:13][OH:14])[C@@H:10]([OH:11])[C@H:8]2[OH:9])=[CH:23][CH:22]=1)=[O:20]. The yield is 0.230. (3) The reactants are [S:1]1[CH:5]=[CH:4][C:3]([CH:6]=[CH:7][C:8]([O:10][CH2:11][CH3:12])=[O:9])=[CH:2]1.[CH3:13][N+:14]([O-:16])=[O:15]. No catalyst specified. The product is [N+:14]([CH2:13][CH:6]([C:3]1[CH:4]=[CH:5][S:1][CH:2]=1)[CH2:7][C:8]([O:10][CH2:11][CH3:12])=[O:9])([O-:16])=[O:15]. The yield is 0.650. (4) The reactants are [NH2:1][C:2]1[CH:11]=[CH:10][CH:9]=[C:8]2[C:3]=1[C:4](=[O:21])[N:5]([CH:13]1[CH2:18][CH2:17][C:16](=[O:19])[NH:15][C:14]1=[O:20])[C:6]([CH3:12])=[N:7]2.[CH2:22]([O:29][CH2:30][C:31](Cl)=[O:32])[C:23]1[CH:28]=[CH:27][CH:26]=[CH:25][CH:24]=1. The catalyst is O1CCCC1. The product is [CH2:22]([O:29][CH2:30][C:31]([NH:1][C:2]1[CH:11]=[CH:10][CH:9]=[C:8]2[C:3]=1[C:4](=[O:21])[N:5]([CH:13]1[CH2:18][CH2:17][C:16](=[O:19])[NH:15][C:14]1=[O:20])[C:6]([CH3:12])=[N:7]2)=[O:32])[C:23]1[CH:28]=[CH:27][CH:26]=[CH:25][CH:24]=1. The yield is 0.470.